From a dataset of Peptide-MHC class I binding affinity with 185,985 pairs from IEDB/IMGT. Regression. Given a peptide amino acid sequence and an MHC pseudo amino acid sequence, predict their binding affinity value. This is MHC class I binding data. The peptide sequence is SSRVDRYSKK. The MHC is HLA-A68:01 with pseudo-sequence HLA-A68:01. The binding affinity (normalized) is 0.259.